From a dataset of Full USPTO retrosynthesis dataset with 1.9M reactions from patents (1976-2016). Predict the reactants needed to synthesize the given product. Given the product [Cl:32][C:2]1[CH:9]=[C:8]([N:10]2[CH2:15][CH2:14][N:13]3[N:16]=[C:17]([C:19]4[CH:24]=[CH:23][CH:22]=[CH:21][N:20]=4)[N:18]=[C:12]3[CH2:11]2)[CH:7]=[CH:4][CH:3]=1, predict the reactants needed to synthesize it. The reactants are: F[C:2]1[CH:3]=[C:4]([CH:7]=[C:8]([N:10]2[CH2:15][CH2:14][N:13]3[N:16]=[C:17]([C:19]4[CH:24]=[CH:23][CH:22]=[CH:21][N:20]=4)[N:18]=[C:12]3[CH2:11]2)[CH:9]=1)C#N.BrC1C=CC=C([Cl:32])C=1.